Dataset: Full USPTO retrosynthesis dataset with 1.9M reactions from patents (1976-2016). Task: Predict the reactants needed to synthesize the given product. Given the product [Br:1][C:2]1[CH:3]=[C:4]([N:12]2[CH2:17][CH2:16][CH2:15][CH2:14][CH:13]2[CH3:18])[C:5]([CH3:11])=[C:6]([CH:10]=1)[C:7]([NH:20][CH2:21][C:22]1[C:23](=[O:30])[NH:24][C:25]([CH3:29])=[CH:26][C:27]=1[CH3:28])=[O:9], predict the reactants needed to synthesize it. The reactants are: [Br:1][C:2]1[CH:3]=[C:4]([N:12]2[CH2:17][CH2:16][CH2:15][CH2:14][CH:13]2[CH3:18])[C:5]([CH3:11])=[C:6]([CH:10]=1)[C:7]([OH:9])=O.Cl.[NH2:20][CH2:21][C:22]1[C:23](=[O:30])[NH:24][C:25]([CH3:29])=[CH:26][C:27]=1[CH3:28].C1C=NC2N(O)N=NC=2C=1.CN1CCOCC1.C(Cl)CCl.